From a dataset of Peptide-MHC class I binding affinity with 185,985 pairs from IEDB/IMGT. Regression. Given a peptide amino acid sequence and an MHC pseudo amino acid sequence, predict their binding affinity value. This is MHC class I binding data. The peptide sequence is KLNENIIRF. The MHC is HLA-B07:02 with pseudo-sequence HLA-B07:02. The binding affinity (normalized) is 0.0847.